This data is from Reaction yield outcomes from USPTO patents with 853,638 reactions. The task is: Predict the reaction yield, written as a fraction of the theoretical maximum amount of product (1.0 means a 100% yield; for example, 0.34 means a 34% yield). The reactants are [N+:1]([C:4]1[CH:9]=[CH:8][C:7]([C:10]2[S:11][C:12]3[CH:17]=[CH:16][N:15]=[CH:14][C:13]=3[N:18]=2)=[CH:6][CH:5]=1)([O-])=O.[NH4+].[Cl-]. The catalyst is CO.O.[Fe]. The product is [S:11]1[C:12]2[CH:17]=[CH:16][N:15]=[CH:14][C:13]=2[N:18]=[C:10]1[C:7]1[CH:6]=[CH:5][C:4]([NH2:1])=[CH:9][CH:8]=1. The yield is 0.600.